Dataset: Forward reaction prediction with 1.9M reactions from USPTO patents (1976-2016). Task: Predict the product of the given reaction. Given the reactants COC1C=C([NH:15][C:16]([NH:18][C:19]2[CH:24]=[CH:23][C:22]([N:25]3[CH:29]=[C:28]([CH3:30])[N:27]=[CH:26]3)=[C:21]([O:31][CH3:32])[CH:20]=2)=S)C=CC=1N1C=C(C)N=C1.[Cl:33][C:34]1[CH:43]=[CH:42][C:37]([C:38]([NH:40]N)=[O:39])=[CH:36][CH:35]=1, predict the reaction product. The product is: [Cl:33][C:34]1[CH:43]=[CH:42][C:37]([C:38]2[O:39][C:16]([NH:18][C:19]3[CH:24]=[CH:23][C:22]([N:25]4[CH:29]=[C:28]([CH3:30])[N:27]=[CH:26]4)=[C:21]([O:31][CH3:32])[CH:20]=3)=[N:15][N:40]=2)=[CH:36][CH:35]=1.